From a dataset of Forward reaction prediction with 1.9M reactions from USPTO patents (1976-2016). Predict the product of the given reaction. (1) Given the reactants [F:1][C:2]1[CH:3]=[C:4]([CH:26]=[CH:27][C:28]=1[O:29][CH3:30])[CH2:5][C:6]1[C:15]2[NH:16][C:17]3[CH:18]=[CH:19][CH:20]=[CH:21][C:22]=3[C:14]=2[C:13]2[C@@H:12]([OH:23])[CH2:11][C:10]([CH3:25])([CH3:24])[CH2:9][C:8]=2[N:7]=1.[NH:31]1[C:35](=[O:36])[CH2:34][CH2:33][C@H:32]1[C:37](O)=[O:38], predict the reaction product. The product is: [NH:31]1[C:35](=[O:36])[CH2:34][CH2:33][C@H:32]1[C:37]([O:23][C@H:12]1[CH2:11][C:10]([CH3:25])([CH3:24])[CH2:9][C:8]2[N:7]=[C:6]([CH2:5][C:4]3[CH:26]=[CH:27][C:28]([O:29][CH3:30])=[C:2]([F:1])[CH:3]=3)[C:15]3[NH:16][C:17]4[CH:18]=[CH:19][CH:20]=[CH:21][C:22]=4[C:14]=3[C:13]1=2)=[O:38]. (2) Given the reactants COC[C:4]([N:6](C)[C:7]1[CH:8]=[C:9]([C:13]2[N:14]=[C:15]([CH2:18][N:19]3[CH:23]=[C:22]([C:24]([O:26]CC)=[O:25])[CH:21]=[N:20]3)[S:16][CH:17]=2)[CH:10]=[CH:11][CH:12]=1)=O.[OH-].[Na+].Cl, predict the reaction product. The product is: [CH3:4][NH:6][C:7]1[CH:8]=[C:9]([C:13]2[N:14]=[C:15]([CH2:18][N:19]3[CH:23]=[C:22]([C:24]([OH:26])=[O:25])[CH:21]=[N:20]3)[S:16][CH:17]=2)[CH:10]=[CH:11][CH:12]=1. (3) Given the reactants C(OC([N:7]1[CH2:11][CH2:10][C@@H:9]([N:12]2[CH2:17][CH2:16][N:15]([C:18]3[CH:23]=[CH:22][C:21]([N+:24]([O-:26])=[O:25])=[CH:20][C:19]=3[F:27])[CH2:14][CH2:13]2)[CH2:8]1)=O)C=C.C(O)(=O)C.[CH3:44][C:43]([O:42][C:40](O[C:40]([O:42][C:43]([CH3:46])([CH3:45])[CH3:44])=[O:41])=[O:41])([CH3:46])[CH3:45], predict the reaction product. The product is: [C:43]([O:42][C:40]([N:7]1[CH2:11][CH2:10][C@@H:9]([N:12]2[CH2:13][CH2:14][N:15]([C:18]3[CH:23]=[CH:22][C:21]([N+:24]([O-:26])=[O:25])=[CH:20][C:19]=3[F:27])[CH2:16][CH2:17]2)[CH2:8]1)=[O:41])([CH3:44])([CH3:45])[CH3:46]. (4) Given the reactants CO[C:3](=[O:21])[CH:4]([C:13]1[CH:18]=[CH:17][C:16]([Cl:19])=[C:15]([Cl:20])[CH:14]=1)[CH2:5][CH:6]1[CH2:10][CH2:9][CH:8]([O:11][CH3:12])[CH2:7]1.[NH2:22][C:23]1[S:24][CH:25]=[CH:26][N:27]=1.C[O-].[Mg+2].C[O-].CO, predict the reaction product. The product is: [Cl:20][C:15]1[CH:14]=[C:13]([CH:4]([CH2:5][CH:6]2[CH2:10][CH2:9][CH:8]([O:11][CH3:12])[CH2:7]2)[C:3]([NH:22][C:23]2[S:24][CH:25]=[CH:26][N:27]=2)=[O:21])[CH:18]=[CH:17][C:16]=1[Cl:19]. (5) Given the reactants FC(F)(F)S([N:6]1[CH2:12][C:11](=[O:13])[C:10]2[CH:14]=[CH:15][S:16][C:9]=2[CH2:8][CH2:7]1)(=O)=O.[H-].[Al+3].[Li+].[H-].[H-].[H-], predict the reaction product. The product is: [S:16]1[C:9]2[CH2:8][CH2:7][NH:6][CH2:12][CH:11]([OH:13])[C:10]=2[CH:14]=[CH:15]1. (6) The product is: [CH3:1][C:2]1[C:6]([C:7]2[CH:8]=[C:9]3[C:13](=[CH:14][CH:15]=2)[N:12]([CH3:27])[C:11](=[O:16])[C:10]3([CH3:23])[C:17]2[CH:18]=[CH:19][CH:20]=[CH:21][CH:22]=2)=[C:5]([CH3:24])[O:4][N:3]=1. Given the reactants [CH3:1][C:2]1[C:6]([C:7]2[CH:8]=[C:9]3[C:13](=[CH:14][CH:15]=2)[NH:12][C:11](=[O:16])[C:10]3([CH3:23])[C:17]2[CH:22]=[CH:21][CH:20]=[CH:19][CH:18]=2)=[C:5]([CH3:24])[O:4][N:3]=1.[H-].[Na+].[CH3:27]I, predict the reaction product. (7) Given the reactants [CH2:1]([O:3][C:4]([C:6]1[N:7]=[C:8]2[CH:13]=[N:12][CH:11]=[CH:10][N:9]2[CH:14]=1)=[O:5])[CH3:2].[Br:15]Br, predict the reaction product. The product is: [CH2:1]([O:3][C:4]([C:6]1[N:7]=[C:8]2[CH:13]=[N:12][CH:11]=[C:10]([Br:15])[N:9]2[CH:14]=1)=[O:5])[CH3:2]. (8) Given the reactants [NH2:1][CH2:2][C@@H:3]1[O:9][CH2:8][CH2:7][N:6](C(OC(C)(C)C)=O)[CH2:5][C@H:4]1[C:17]1[CH:22]=[CH:21][C:20]([Cl:23])=[C:19]([Cl:24])[CH:18]=1.C(N(CC)CC)C.[C:32]([O:35][CH2:36][C:37](Cl)=[O:38])(=O)C.O, predict the reaction product. The product is: [ClH:23].[Cl:24][C:19]1[CH:18]=[C:17]([C@H:4]2[C@H:3]([CH2:2][NH:1][C:37](=[O:38])[CH2:36][O:35][CH3:32])[O:9][CH2:8][CH2:7][NH:6][CH2:5]2)[CH:22]=[CH:21][C:20]=1[Cl:23]. (9) Given the reactants C(OC([NH:11][C@H:12]([C:40]([NH:42][CH2:43][CH2:44][O:45][C@H:46]1[O:65][C@H:64]([CH2:66][O:67][C@H:68]2[O:76][C@H:75]([CH2:77][OH:78])[C@@H:73]([OH:74])[C@H:71]([OH:72])[C@@H:69]2[OH:70])[C@@H:62]([OH:63])[C@H:49]([O:50][C@H:51]2[O:59][C@H:58]([CH2:60][OH:61])[C@@H:56]([OH:57])[C@H:54]([OH:55])[C@@H:52]2[OH:53])[C@@H:47]1[OH:48])=[O:41])[CH2:13][CH2:14][CH2:15][CH2:16][NH:17][C:18](=[O:39])[CH2:19][CH2:20][CH2:21][CH2:22][C:23]([NH:25][CH2:26][CH2:27][O:28][C@@H:29]1[O:37][C@@H:36]([CH3:38])[C@@H:34]([OH:35])[C@@H:32]([OH:33])[C@@H:30]1[OH:31])=[O:24])=O)C1C=CC=CC=1, predict the reaction product. The product is: [NH2:11][C@H:12]([C:40]([NH:42][CH2:43][CH2:44][O:45][C@H:46]1[O:65][C@H:64]([CH2:66][O:67][C@H:68]2[O:76][C@H:75]([CH2:77][OH:78])[C@@H:73]([OH:74])[C@H:71]([OH:72])[C@@H:69]2[OH:70])[C@@H:62]([OH:63])[C@H:49]([O:50][C@H:51]2[O:59][C@H:58]([CH2:60][OH:61])[C@@H:56]([OH:57])[C@H:54]([OH:55])[C@@H:52]2[OH:53])[C@@H:47]1[OH:48])=[O:41])[CH2:13][CH2:14][CH2:15][CH2:16][NH:17][C:18](=[O:39])[CH2:19][CH2:20][CH2:21][CH2:22][C:23]([NH:25][CH2:26][CH2:27][O:28][C@@H:29]1[O:37][C@@H:36]([CH3:38])[C@@H:34]([OH:35])[C@@H:32]([OH:33])[C@@H:30]1[OH:31])=[O:24].